Dataset: Forward reaction prediction with 1.9M reactions from USPTO patents (1976-2016). Task: Predict the product of the given reaction. Given the reactants Br[CH2:2][C:3]1[C:4]2[C:9]([C:10]3[CH:11]=[CH:12][CH:13]=[CH:14][C:15]=3[CH:16]=1)=[CH:8][CH:7]=[CH:6][CH:5]=2.[P:17]([O:24]CC)([O:21][CH2:22][CH3:23])[O:18][CH2:19][CH3:20], predict the reaction product. The product is: [CH:14]1[C:15]2[CH:16]=[C:3]([CH2:2][P:17](=[O:24])([O:21][CH2:22][CH3:23])[O:18][CH2:19][CH3:20])[C:4]3[C:9](=[CH:8][CH:7]=[CH:6][CH:5]=3)[C:10]=2[CH:11]=[CH:12][CH:13]=1.